This data is from CYP2C9 inhibition data for predicting drug metabolism from PubChem BioAssay. The task is: Regression/Classification. Given a drug SMILES string, predict its absorption, distribution, metabolism, or excretion properties. Task type varies by dataset: regression for continuous measurements (e.g., permeability, clearance, half-life) or binary classification for categorical outcomes (e.g., BBB penetration, CYP inhibition). Dataset: cyp2c9_veith. (1) The compound is COc1ccc(-c2nc3cnc(Nc4cccc(OC)c4)nc3n(C)c2=O)cc1. The result is 0 (non-inhibitor). (2) The drug is CC(C)c1cccc2nc3c(c(C(C)(C)C)c12)Cn1c-3cccc1=O. The result is 1 (inhibitor). (3) The result is 0 (non-inhibitor). The compound is CCN1CCN(C(=O)CCc2nc3ccccc3c(=O)[nH]2)CC1. (4) The molecule is COCC(=O)N1CCC2(CCCN(Cc3ccc(C#N)cc3)C2)CC1. The result is 0 (non-inhibitor). (5) The drug is COc1ccc2c(c1)Cc1sc(NC(=O)c3ccco3)nc1-2. The result is 1 (inhibitor). (6) The molecule is Cc1nc2nc[nH]n2c(=O)c1NC(=O)CC12CC3CC(CC(C3)C1)C2. The result is 0 (non-inhibitor).